The task is: Predict which catalyst facilitates the given reaction.. This data is from Catalyst prediction with 721,799 reactions and 888 catalyst types from USPTO. (1) Reactant: [NH2:1][C@H:2]([CH:17]1[CH2:22][CH2:21][CH2:20][CH2:19][CH2:18]1)[C:3]([C:11]1[CH:16]=[CH:15][CH:14]=[CH:13][CH:12]=1)([C:5]1[CH:10]=[CH:9][CH:8]=[CH:7][CH:6]=1)[OH:4].[CH3:23][B:24]1OB(C)OB(C)O1. Product: [CH:17]1([C@@H:2]2[C:3]([C:11]3[CH:12]=[CH:13][CH:14]=[CH:15][CH:16]=3)([C:5]3[CH:10]=[CH:9][CH:8]=[CH:7][CH:6]=3)[O:4][B:24]([CH3:23])[NH:1]2)[CH2:22][CH2:21][CH2:20][CH2:19][CH2:18]1. The catalyst class is: 11. (2) Reactant: [Cl:1][C:2]1[CH:7]=[CH:6][CH:5]=[CH:4][C:3]=1[C:8]1[N:17]=[C:16]([NH:18][CH2:19][CH:20]2[CH2:25][CH2:24][CH2:23][CH2:22][CH2:21]2)[C:15]2[C:10](=[CH:11][CH:12]=[CH:13][CH:14]=2)[N:9]=1.I[CH3:27].[H-].[Na+]. Product: [Cl:1][C:2]1[CH:7]=[CH:6][CH:5]=[CH:4][C:3]=1[C:8]1[N:17]=[C:16]([N:18]([CH2:19][CH:20]2[CH2:21][CH2:22][CH2:23][CH2:24][CH2:25]2)[CH3:27])[C:15]2[C:10](=[CH:11][CH:12]=[CH:13][CH:14]=2)[N:9]=1. The catalyst class is: 16. (3) Reactant: [NH2:1][CH2:2][CH2:3][O:4][CH2:5][CH2:6][N:7]1[C:19]2[C:18]3[CH:17]=[CH:16][CH:15]=[CH:14][C:13]=3[N:12]=[C:11]([NH2:20])[C:10]=2[N:9]=[C:8]1[CH2:21][CH2:22][O:23][CH3:24].C(N(CC)CC)C.[N:32]1([C:38](Cl)=[O:39])[CH2:37][CH2:36][O:35][CH2:34][CH2:33]1. Product: [NH2:20][C:11]1[C:10]2[N:9]=[C:8]([CH2:21][CH2:22][O:23][CH3:24])[N:7]([CH2:6][CH2:5][O:4][CH2:3][CH2:2][NH:1][C:38]([N:32]3[CH2:37][CH2:36][O:35][CH2:34][CH2:33]3)=[O:39])[C:19]=2[C:18]2[CH:17]=[CH:16][CH:15]=[CH:14][C:13]=2[N:12]=1. The catalyst class is: 4. (4) Reactant: O[C:2]([C:5]1[CH:6]=[C:7]2[C:12](=[CH:13][CH:14]=1)[CH2:11][C@@H:10]([NH:15][C:16](=[O:30])[C:17]1[CH:22]=[CH:21][C:20]([O:23][CH2:24][C@@H:25]3[CH2:29][CH2:28][CH2:27][O:26]3)=[CH:19][CH:18]=1)[CH2:9][CH2:8]2)([CH3:4])[CH3:3].C[Si](C#[N:36])(C)C.S(=O)(=O)(O)O.[OH-].[Na+]. Product: [NH2:36][C:2]([C:5]1[CH:6]=[C:7]2[C:12](=[CH:13][CH:14]=1)[CH2:11][C@@H:10]([NH:15][C:16](=[O:30])[C:17]1[CH:22]=[CH:21][C:20]([O:23][CH2:24][C@@H:25]3[CH2:29][CH2:28][CH2:27][O:26]3)=[CH:19][CH:18]=1)[CH2:9][CH2:8]2)([CH3:4])[CH3:3]. The catalyst class is: 15. (5) Reactant: C(=O)([O-])[O-].[K+].[K+].[NH:7]1[CH2:12][CH2:11][O:10][CH2:9][CH2:8]1.Cl[CH2:14][CH2:15][CH2:16][O:17][C:18]1[CH:27]=[CH:26][C:25]2[N:24]=[C:23]([NH2:28])[C:22]3[N:29]=[C:30]([CH2:35][O:36][CH3:37])[N:31]([CH2:32][CH2:33][CH3:34])[C:21]=3[C:20]=2[CH:19]=1.CN(C=O)C. Product: [CH3:37][O:36][CH2:35][C:30]1[N:31]([CH2:32][CH2:33][CH3:34])[C:21]2[C:20]3[CH:19]=[C:18]([O:17][CH2:16][CH2:15][CH2:14][N:7]4[CH2:12][CH2:11][O:10][CH2:9][CH2:8]4)[CH:27]=[CH:26][C:25]=3[N:24]=[C:23]([NH2:28])[C:22]=2[N:29]=1. The catalyst class is: 6.